From a dataset of Human Reference Interactome with 51,813 positive PPI pairs across 8,248 proteins, plus equal number of experimentally-validated negative pairs. Binary Classification. Given two protein amino acid sequences, predict whether they physically interact or not. Protein 1 (ENSG00000198807) has sequence MEPAFGEVNQLGGVFVNGRPLPNAIRLRIVELAQLGIRPCDISRQLRVSHGCVSKILARYNETGSILPGAIGGSKPRVTTPTVVKHIRTYKQRDPGIFAWEIRDRLLADGVCDKYNVPSVSSISRILRNKIGNLAQQGHYDSYKQHQPTPQPALPYNHIYSYPSPITAAAAKVPTPPGVPAIPGSVAMPRTWPSSHSVTDILGIRSITDQVSDSSPYHSPKVEEWSSLGRNNFPAAAPHAVNGLEKGALEQEAKYGQAPNGLPAVGSFVSASSMAPYPTPAQVSPYMTYSAAPSGYVAGH.... Protein 2 (ENSG00000130684) has sequence MGPQGARRQAFLAFGDVTVDFTQKEWRLLSPAQRALYREVTLENYSHLVSLGILHSKPELIRRLEQGEVPWGEERRRRPGPCAGIYAEHVLRPKNLGLAHQRQQQLQFSDQSFQSDTAEGQEKEKSTKPMAFSSPPLRHAVSSRRRNSVVEIESSQGQRENPTEIDKVLKGIENSRWGAFKCAERGQDFSRKMMVIIHKKAHSRQKLFTCRECHQGFRDESALLLHQNTHTGEKSYVCSVCGRGFSLKANLLRHQRTHSGEKPFLCKVCGRGYTSKSYLTVHERTHTGEKPYECQECGRR.... Result: 0 (the proteins do not interact).